The task is: Predict the product of the given reaction.. This data is from Forward reaction prediction with 1.9M reactions from USPTO patents (1976-2016). (1) The product is: [C:22]([Si:19]([CH3:20])([CH3:21])[O:26][CH2:27][CH2:28][CH2:29][C:30]([CH3:36])([CH3:35])/[CH:31]=[CH:32]/[CH2:33][O:16][C:15](=[O:17])[CH:14]([C:4]1[CH:5]=[CH:6][C:7]([CH2:8][CH2:9][C:10]([CH3:12])([CH3:13])[CH3:11])=[C:2]([Cl:1])[CH:3]=1)[CH3:18])([CH3:25])([CH3:24])[CH3:23]. Given the reactants [Cl:1][C:2]1[CH:3]=[C:4]([CH:14]([CH3:18])[C:15]([OH:17])=[O:16])[CH:5]=[CH:6][C:7]=1[CH2:8][CH2:9][C:10]([CH3:13])([CH3:12])[CH3:11].[Si:19]([O:26][CH2:27][CH2:28][CH2:29][C:30]([CH3:36])([CH3:35])[CH:31]=[CH:32][CH2:33]O)([C:22]([CH3:25])([CH3:24])[CH3:23])([CH3:21])[CH3:20].Cl.C(N=C=NCCCN(C)C)C, predict the reaction product. (2) Given the reactants [CH:1]1[C:10]2[C:5](=[CH:6][C:7]([C:11](O)=O)=[CH:8][CH:9]=2)[CH:4]=[CH:3][C:2]=1[C:14](O)=O.[NH2:17][C:18]1[CH:23]=[CH:22][CH:21]=[CH:20][C:19]=1[OH:24].O.[C:26](=[O:29])([O-])[O-].[Na+].[Na+], predict the reaction product. The product is: [O:24]1[C:19]2[CH:20]=[CH:21][CH:22]=[CH:23][C:18]=2[N:17]=[C:14]1[C:2]1[CH:3]=[CH:4][C:5]2[C:10](=[CH:9][CH:8]=[C:7]([C:11]3[O:29][C:26]4[CH:22]=[CH:21][CH:20]=[CH:19][C:18]=4[N:17]=3)[CH:6]=2)[CH:1]=1. (3) The product is: [C:34]([O:33][C:31](=[O:32])[CH2:30][O:29][C:28]1[CH:27]=[CH:26][C:25]([C:2]2[C:7]([Cl:8])=[CH:6][C:5]([NH:9][C:10]3[N:14]=[C:13]([NH2:15])[NH:12][N:11]=3)=[CH:4][C:3]=2[Cl:16])=[CH:39][CH:38]=1)([CH3:37])([CH3:35])[CH3:36]. Given the reactants Br[C:2]1[C:7]([Cl:8])=[CH:6][C:5]([NH:9][C:10]2[N:14]=[C:13]([NH2:15])[NH:12][N:11]=2)=[CH:4][C:3]=1[Cl:16].CC1(C)C(C)(C)OB([C:25]2[CH:39]=[CH:38][C:28]([O:29][CH2:30][C:31]([O:33][C:34]([CH3:37])([CH3:36])[CH3:35])=[O:32])=[CH:27][CH:26]=2)O1.O1CCOCC1.O.C(=O)([O-])[O-].[K+].[K+], predict the reaction product. (4) Given the reactants [NH2:1]/[C:2](=[N:13]\[O:14][C:15]([C@H:17]1[CH2:21][CH2:20][C@H:19]([NH:22][C:23](=[O:29])[O:24][C:25]([CH3:28])([CH3:27])[CH3:26])[CH2:18]1)=O)/[C:3]([F:12])([F:11])[C:4]1[CH:9]=[CH:8][C:7]([CH3:10])=[CH:6][CH:5]=1.C(=O)([O-])[O-].[Na+].[Na+], predict the reaction product. The product is: [F:11][C:3]([F:12])([C:4]1[CH:9]=[CH:8][C:7]([CH3:10])=[CH:6][CH:5]=1)[C:2]1[N:1]=[C:15]([C@H:17]2[CH2:21][CH2:20][C@H:19]([NH:22][C:23](=[O:29])[O:24][C:25]([CH3:28])([CH3:27])[CH3:26])[CH2:18]2)[O:14][N:13]=1. (5) Given the reactants Br[C:2]1[CH:6]=[CH:5][O:4][C:3]=1[C:7]1[CH:12]=[CH:11][CH:10]=[CH:9][CH:8]=1.[B:13](OC(C)C)([O:18]C(C)C)[O:14]C(C)C.[Li]CCCC, predict the reaction product. The product is: [C:7]1([C:3]2[O:4][CH:5]=[CH:6][C:2]=2[B:13]([OH:18])[OH:14])[CH:12]=[CH:11][CH:10]=[CH:9][CH:8]=1. (6) Given the reactants [Cl:1][C:2]1[CH:7]=[CH:6][C:5]([C:8]2[C:28](=[O:29])[N:27]([CH3:30])[C:11]3[N:12]([CH3:26])[C:13]4[C:18]([C:10]=3[CH:9]=2)=[CH:17][C:16]([C:19](=O)[CH:20]=[CH:21][N:22](C)C)=[CH:15][CH:14]=4)=[C:4]([F:31])[CH:3]=1.O.[NH2:33]N, predict the reaction product. The product is: [Cl:1][C:2]1[CH:7]=[CH:6][C:5]([C:8]2[C:28](=[O:29])[N:27]([CH3:30])[C:11]3[N:12]([CH3:26])[C:13]4[C:18]([C:10]=3[CH:9]=2)=[CH:17][C:16]([C:19]2[NH:33][N:22]=[CH:21][CH:20]=2)=[CH:15][CH:14]=4)=[C:4]([F:31])[CH:3]=1. (7) Given the reactants [NH:1]1[CH2:6][CH2:5][O:4][CH2:3][CH2:2]1.C([O-])([O-])=O.[K+].[K+].Br[CH2:14][C:15]([O:17][CH2:18][CH3:19])=[O:16], predict the reaction product. The product is: [O:4]1[CH2:5][CH2:6][N:1]([CH2:14][C:15]([O:17][CH2:18][CH3:19])=[O:16])[CH2:2][CH2:3]1.